This data is from Forward reaction prediction with 1.9M reactions from USPTO patents (1976-2016). The task is: Predict the product of the given reaction. (1) Given the reactants [ClH:1].C[O:3][C:4](=[O:19])[C:5]1[CH:10]=[CH:9][C:8]([CH2:11][N:12]2[CH2:17][CH2:16][O:15][CH2:14][CH2:13]2)=[CH:7][C:6]=1[OH:18].[OH-].[NH4+].Cl, predict the reaction product. The product is: [ClH:1].[OH:18][C:6]1[CH:7]=[C:8]([CH2:11][N:12]2[CH2:13][CH2:14][O:15][CH2:16][CH2:17]2)[CH:9]=[CH:10][C:5]=1[C:4]([OH:19])=[O:3]. (2) The product is: [CH2:15]([O:22][C:23]1[CH:28]=[CH:27][C:26]([C:2]2[C:3](=[O:14])[N:4]([CH3:13])[C:5]([NH:8][CH2:9][CH:10]3[CH2:12][CH2:11]3)=[N:6][CH:7]=2)=[CH:25][C:24]=1[F:32])[C:16]1[CH:17]=[CH:18][CH:19]=[CH:20][CH:21]=1. Given the reactants Br[C:2]1[C:3](=[O:14])[N:4]([CH3:13])[C:5]([NH:8][CH2:9][CH:10]2[CH2:12][CH2:11]2)=[N:6][CH:7]=1.[CH2:15]([O:22][C:23]1[CH:28]=[CH:27][C:26](B(O)O)=[CH:25][C:24]=1[F:32])[C:16]1[CH:21]=[CH:20][CH:19]=[CH:18][CH:17]=1.[Cl-].[Li+], predict the reaction product. (3) Given the reactants Cl[C:2]1[NH:6][C:5]2[CH:7]=[C:8]([C:11]([O:13][CH3:14])=[O:12])[CH:9]=[CH:10][C:4]=2[N:3]=1.[F:15][C:16]1[CH:17]=[C:18]([CH:22]2[CH:27]([CH2:28][N:29]([C@@H:37]([C:39]3[C:48]4[C:43](=[CH:44][CH:45]=[CH:46][CH:47]=4)[CH:42]=[CH:41][CH:40]=3)[CH3:38])[C:30](=[O:36])[O:31][C:32]([CH3:35])([CH3:34])[CH3:33])[CH2:26][CH2:25][NH:24][CH2:23]2)[CH:19]=[CH:20][CH:21]=1.O, predict the reaction product. The product is: [C:32]([O:31][C:30]([N:29]([CH2:28][CH:27]1[CH2:26][CH2:25][N:24]([C:2]2[NH:6][C:5]3[CH:7]=[C:8]([C:11]([O:13][CH3:14])=[O:12])[CH:9]=[CH:10][C:4]=3[N:3]=2)[CH2:23][CH:22]1[C:18]1[CH:19]=[CH:20][CH:21]=[C:16]([F:15])[CH:17]=1)[C@@H:37]([C:39]1[C:48]2[C:43](=[CH:44][CH:45]=[CH:46][CH:47]=2)[CH:42]=[CH:41][CH:40]=1)[CH3:38])=[O:36])([CH3:33])([CH3:34])[CH3:35]. (4) Given the reactants [Cl:1][C:2]1[C:3]([F:13])=[C:4]([NH:8][NH:9]C(=O)C)[CH:5]=[CH:6][CH:7]=1.P(Cl)(Cl)(Cl)=O.C(O[CH:22]=[C:23]([C:29]([O:31]CC)=O)[C:24]([O:26][CH2:27][CH3:28])=[O:25])C.O, predict the reaction product. The product is: [Cl:1][C:2]1[C:3]([F:13])=[C:4]([N:8]2[CH:22]=[C:23]([C:24]([O:26][CH2:27][CH3:28])=[O:25])[C:29]([OH:31])=[N:9]2)[CH:5]=[CH:6][CH:7]=1. (5) Given the reactants [Cl:1][CH2:2][CH2:3][CH2:4][SiH2:5][CH:6](Cl)Cl.[CH:9]([Mg]Cl)=[CH2:10].[CH2:13]1COC[CH2:14]1, predict the reaction product. The product is: [Cl:1][CH2:2][CH2:3][CH2:4][Si:5]([CH3:6])([CH:9]=[CH2:10])[CH:13]=[CH2:14]. (6) Given the reactants [CH2:1]([N:8]1[C:17](=[O:18])[C:16]2[C:15]([C:19]#[N:20])=[N:14][C:13]([C:21]([NH:23][CH2:24][CH2:25][CH2:26][C:27]([OH:29])=O)=[O:22])=[C:12]([OH:30])[C:11]=2[CH:10]=[CH:9]1)[C:2]1[CH:7]=[CH:6][CH:5]=[CH:4][CH:3]=1.C(N(CC)CC)C.ClC(OCC(C)C)=O.[CH2:46]([NH2:49])[CH2:47][CH3:48], predict the reaction product. The product is: [CH2:46]([NH:49][C:27]([CH2:26][CH2:25][CH2:24][NH:23][C:21]([C:13]1[N:14]=[C:15]([C:19]#[N:20])[C:16]2[C:17](=[O:18])[N:8]([CH2:1][C:2]3[CH:3]=[CH:4][CH:5]=[CH:6][CH:7]=3)[CH:9]=[CH:10][C:11]=2[C:12]=1[OH:30])=[O:22])=[O:29])[CH2:47][CH3:48]. (7) The product is: [C:1]1([S:7]([N:10]2[C:14]3=[N:15][CH:16]=[C:17]([Cl:19])[CH:18]=[C:13]3[C:12]([CH2:20][C:21]3[CH:22]=[CH:23][C:24]([NH:27][CH2:39][C:35]4[CH:36]=[N:37][CH:38]=[C:33]([F:32])[CH:34]=4)=[N:25][CH:26]=3)=[CH:11]2)(=[O:9])=[O:8])[CH:6]=[CH:5][CH:4]=[CH:3][CH:2]=1. Given the reactants [C:1]1([S:7]([N:10]2[C:14]3=[N:15][CH:16]=[C:17]([Cl:19])[CH:18]=[C:13]3[C:12]([CH2:20][C:21]3[CH:22]=[CH:23][C:24]([NH2:27])=[N:25][CH:26]=3)=[CH:11]2)(=[O:9])=[O:8])[CH:6]=[CH:5][CH:4]=[CH:3][CH:2]=1.C(O)(=O)C.[F:32][C:33]1[CH:34]=[C:35]([CH:39]=O)[CH:36]=[N:37][CH:38]=1.C([BH3-])#N.[Na+].C(=O)([O-])[O-].[K+].[K+], predict the reaction product. (8) Given the reactants [O-:1][N+:2]1[C:7]2[CH:8]=[CH:9][CH:10]=[CH:11][C:6]=2[N+:5]([O-:12])=[C:4]([CH2:13][CH2:14][CH2:15][N:16]([CH3:21])[CH2:17][CH2:18][CH2:19][NH2:20])[N:3]=1.N1([C:27]([C:29]2[C:42]3[C:33](=[CH:34][C:35]4[C:40]([N:41]=3)=[CH:39][CH:38]=[CH:37][CH:36]=4)[CH:32]=[CH:31][CH:30]=2)=[O:28])C=CN=C1, predict the reaction product. The product is: [O-:1][N+:2]1[C:7]2[CH:8]=[CH:9][CH:10]=[CH:11][C:6]=2[N+:5]([O-:12])=[C:4]([CH2:13][CH2:14][CH2:15][N:16]([CH3:21])[CH2:17][CH2:18][CH2:19][NH:20][C:27]([C:29]2[C:42]3[C:33](=[CH:34][C:35]4[C:40]([N:41]=3)=[CH:39][CH:38]=[CH:37][CH:36]=4)[CH:32]=[CH:31][CH:30]=2)=[O:28])[N:3]=1.